From a dataset of Forward reaction prediction with 1.9M reactions from USPTO patents (1976-2016). Predict the product of the given reaction. (1) Given the reactants [CH3:1][O:2][C:3]1[CH:8]=[CH:7][N:6]2[C:9]([C:13]([OH:15])=O)=[C:10]([CH3:12])[N:11]=[C:5]2[CH:4]=1.C[CH2:17][N:18]=C=NCCCN(C)C.C1C=CC2N(O)N=NC=2C=1.CN1CCOCC1.CN, predict the reaction product. The product is: [CH3:1][O:2][C:3]1[CH:8]=[CH:7][N:6]2[C:9]([C:13]([NH:18][CH3:17])=[O:15])=[C:10]([CH3:12])[N:11]=[C:5]2[CH:4]=1. (2) Given the reactants Cl[C:2]1[CH:7]=[C:6]([Cl:8])[N:5]=[C:4]([S:9][CH2:10][C:11]2[CH:16]=[CH:15][CH:14]=[C:13]([F:17])[C:12]=2[F:18])[N:3]=1.[CH2:19]([O:21][C:22](=[O:26])[C@@H:23]([OH:25])[CH3:24])[CH3:20].[H-].[Na+], predict the reaction product. The product is: [CH2:19]([O:21][C:22](=[O:26])[C@@H:23]([O:25][C:2]1[CH:7]=[C:6]([Cl:8])[N:5]=[C:4]([S:9][CH2:10][C:11]2[CH:16]=[CH:15][CH:14]=[C:13]([F:17])[C:12]=2[F:18])[N:3]=1)[CH3:24])[CH3:20]. (3) The product is: [CH:24]1[C:25]2[C:20](=[CH:19][CH:18]=[C:17]([N:6]3[C:7]4[CH:8]=[CH:9][C:10]([CH3:13])=[CH:11][C:12]=4[C:4]4[CH2:3][N:2]([CH3:1])[CH2:15][CH2:14][C:5]3=4)[CH:26]=2)[CH:21]=[CH:22][N:23]=1. Given the reactants [CH3:1][N:2]1[CH2:15][CH2:14][C:5]2[NH:6][C:7]3[CH:8]=[CH:9][C:10]([CH3:13])=[CH:11][C:12]=3[C:4]=2[CH2:3]1.Br[C:17]1[CH:26]=[C:25]2[C:20]([CH:21]=[CH:22][N:23]=[CH:24]2)=[CH:19][CH:18]=1.[O-]P([O-])([O-])=O.[K+].[K+].[K+].N1CCC[C@H]1C(O)=O, predict the reaction product. (4) Given the reactants [NH2:1][C:2]1[CH:14]=[CH:13][C:12]([N+:15]([O-:17])=[O:16])=[CH:11][C:3]=1[C:4]([NH:6][CH2:7][CH:8]1[CH2:10][CH2:9]1)=[O:5].C1N=CN([C:23](N2C=NC=C2)=[O:24])C=1.O, predict the reaction product. The product is: [CH:8]1([CH2:7][N:6]2[C:4](=[O:5])[C:3]3[C:2](=[CH:14][CH:13]=[C:12]([N+:15]([O-:17])=[O:16])[CH:11]=3)[NH:1][C:23]2=[O:24])[CH2:10][CH2:9]1.